From a dataset of Forward reaction prediction with 1.9M reactions from USPTO patents (1976-2016). Predict the product of the given reaction. (1) Given the reactants CC1C=CC(S(O[CH2:12][C@@H:13]([C:22]2[CH:23]=[N:24][C:25]([NH:28][C:29](=[O:31])[CH3:30])=[CH:26][CH:27]=2)[O:14][Si:15]([C:18]([CH3:21])([CH3:20])[CH3:19])([CH3:17])[CH3:16])(=O)=O)=CC=1.[Br:32][C:33]1[CH:38]=[CH:37][C:36]([CH2:39][CH2:40][NH2:41])=[CH:35][CH:34]=1.CS(C)=O.C(N(CC)C(C)C)(C)C, predict the reaction product. The product is: [Br:32][C:33]1[CH:38]=[CH:37][C:36]([CH2:39][CH2:40][NH:41][CH2:12][C@@H:13]([C:22]2[CH:27]=[CH:26][C:25]([NH:28][C:29](=[O:31])[CH3:30])=[N:24][CH:23]=2)[O:14][Si:15]([C:18]([CH3:19])([CH3:20])[CH3:21])([CH3:16])[CH3:17])=[CH:35][CH:34]=1. (2) Given the reactants [F:1][C:2]1[CH:7]=[CH:6][C:5]([CH:8]2[C:17]([CH3:19])([CH3:18])[CH2:16][C:15]3[C:10](=[CH:11][CH:12]=[C:13]([C:20]([O-:22])=[O:21])[CH:14]=3)[NH:9]2)=[CH:4][C:3]=1[N+:23]([O-])=O.[CH:26]1([C:32]([OH:34])=O)[CH2:31][CH2:30][CH2:29][CH2:28][CH2:27]1.[CH:35](N(CC)C(C)C)(C)C.P(Cl)(Cl)(Cl)=O, predict the reaction product. The product is: [CH:26]1([C:32]([NH:23][C:3]2[CH:4]=[C:5]([CH:8]3[C:17]([CH3:19])([CH3:18])[CH2:16][C:15]4[C:10](=[CH:11][CH:12]=[C:13]([C:20]([O:22][CH3:35])=[O:21])[CH:14]=4)[NH:9]3)[CH:6]=[CH:7][C:2]=2[F:1])=[O:34])[CH2:31][CH2:30][CH2:29][CH2:28][CH2:27]1. (3) Given the reactants BrC1C=CC2OCCN3C(I)=C(C(N)=O)N=C3C=2C=1.Cl.NC1CCOCC1.Br[C:29]1[CH:30]=[CH:31][C:32]2[O:38][CH2:37][CH2:36][N:35]3[C:39]([C:45]([NH:47][CH:48]4[CH2:53][CH2:52][O:51][CH2:50][CH2:49]4)=[O:46])=[C:40]([C:42]([NH2:44])=[O:43])[N:41]=[C:34]3[C:33]=2[CH:54]=1.[CH3:55][C:56]1[O:60][N:59]=[C:58]([C@:61]([OH:65])([C:63]#[CH:64])[CH3:62])[CH:57]=1, predict the reaction product. The product is: [OH:65][C@:61]([C:58]1[CH:57]=[C:56]([CH3:55])[O:60][N:59]=1)([CH3:62])[C:63]#[C:64][C:29]1[CH:30]=[CH:31][C:32]2[O:38][CH2:37][CH2:36][N:35]3[C:39]([C:45]([NH:47][CH:48]4[CH2:53][CH2:52][O:51][CH2:50][CH2:49]4)=[O:46])=[C:40]([C:42]([NH2:44])=[O:43])[N:41]=[C:34]3[C:33]=2[CH:54]=1. (4) Given the reactants [NH2:1][C:2]([CH3:17])([CH2:5][N:6]1[N:10]=[C:9]2[CH:11]=[C:12]([Cl:16])[CH:13]=[C:14]([CH3:15])[C:8]2=[N:7]1)[C:3]#[N:4].[F:18][C:19]([F:30])([F:29])[C:20]1[CH:28]=[CH:27][C:23]([C:24](Cl)=[S:25])=[CH:22][CH:21]=1, predict the reaction product. The product is: [Cl:16][C:12]1[CH:13]=[C:14]([CH3:15])[C:8]2[C:9]([CH:11]=1)=[N:10][N:6]([CH2:5][C:2]([NH:1][C:24](=[S:25])[C:23]1[CH:22]=[CH:21][C:20]([C:19]([F:18])([F:29])[F:30])=[CH:28][CH:27]=1)([C:3]#[N:4])[CH3:17])[N:7]=2.